From a dataset of Catalyst prediction with 721,799 reactions and 888 catalyst types from USPTO. Predict which catalyst facilitates the given reaction. (1) Reactant: [CH3:1][O:2][C:3]1[CH:13]=[CH:12][C:6]([O:7][CH2:8][CH2:9][C:10]#[N:11])=[CH:5][CH:4]=1.[OH-].[Na+].C1(C)C=CC=CC=1. Product: [CH3:1][O:2][C:3]1[CH:13]=[CH:12][C:6]([O:7][CH2:8][CH2:9][CH2:10][NH2:11])=[CH:5][CH:4]=1. The catalyst class is: 7. (2) Reactant: [N:1]1[CH:2]=[C:3]2[NH:11][C:10](=[O:12])[C:5]3=[CH:6][CH:7]=[CH:8][C:9]=1[N:4]23.[H-].[Na+].Br[CH2:16][CH2:17][CH2:18][CH2:19][CH2:20][N:21]1[C:25](=[O:26])[C:24]2=[CH:27][CH:28]=[CH:29][CH:30]=[C:23]2[C:22]1=[O:31].O. Product: [C:22]1(=[O:31])[N:21]([CH2:20][CH2:19][CH2:18][CH2:17][CH2:16][N:11]2[C:3]3=[CH:2][N:1]=[C:9]4[CH:8]=[CH:7][CH:6]=[C:5]([N:4]34)[C:10]2=[O:12])[C:25](=[O:26])[C:24]2=[CH:27][CH:28]=[CH:29][CH:30]=[C:23]12. The catalyst class is: 3. (3) Reactant: [CH2:1]([O:3][CH2:4][C@H:5]([C:7]1[CH:12]=[CH:11][C:10]([C:13]#[C:14][C:15]2[CH:40]=[CH:39][C:18]([C:19]([N:21]([CH3:38])[C@:22]([CH3:37])([C:27]([NH:29][O:30]C3CCCCO3)=[O:28])[C:23]([NH:25][CH3:26])=[O:24])=[O:20])=[CH:17][CH:16]=2)=[CH:9][CH:8]=1)[OH:6])[CH3:2].CO.O.C1(C)C=CC(S(O)(=O)=O)=CC=1.C(=O)([O-])O.[Na+]. Product: [CH2:1]([O:3][CH2:4][C@H:5]([C:7]1[CH:8]=[CH:9][C:10]([C:13]#[C:14][C:15]2[CH:40]=[CH:39][C:18]([C:19]([N:21]([CH3:38])[C@@:22]([CH3:37])([C:23]([NH:25][CH3:26])=[O:24])[C:27]([NH:29][OH:30])=[O:28])=[O:20])=[CH:17][CH:16]=2)=[CH:11][CH:12]=1)[OH:6])[CH3:2]. The catalyst class is: 84. (4) Reactant: [C:1]([N:4]1[C:13]2[C:8](=[CH:9][C:10]([C:14]3[N:18]=[C:17]([CH2:19][NH:20]C(OC(C)(C)C)=O)[O:16][N:15]=3)=[CH:11][CH:12]=2)[C@H:7]([NH:28][C:29](=[O:34])[O:30][CH:31]([CH3:33])[CH3:32])[CH2:6][C@@H:5]1[CH3:35])(=[O:3])[CH3:2].[ClH:36].CCOCC. Product: [ClH:36].[C:1]([N:4]1[C:13]2[C:8](=[CH:9][C:10]([C:14]3[N:18]=[C:17]([CH2:19][NH2:20])[O:16][N:15]=3)=[CH:11][CH:12]=2)[C@H:7]([NH:28][C:29](=[O:34])[O:30][CH:31]([CH3:32])[CH3:33])[CH2:6][C@@H:5]1[CH3:35])(=[O:3])[CH3:2]. The catalyst class is: 12.